Dataset: Full USPTO retrosynthesis dataset with 1.9M reactions from patents (1976-2016). Task: Predict the reactants needed to synthesize the given product. (1) The reactants are: Br[C:2]1[CH:3]=[N:4][C:5]2[N:6]([CH:8]=[C:9]([CH2:11][O:12][C:13]3[CH:18]=[CH:17][C:16]([F:19])=[CH:15][CH:14]=3)[N:10]=2)[CH:7]=1.[NH2:20][C:21]1[CH:26]=[C:25]([CH3:27])[CH:24]=[CH:23][C:22]=1B(O)O. Given the product [F:19][C:16]1[CH:17]=[CH:18][C:13]([O:12][CH2:11][C:9]2[N:10]=[C:5]3[N:4]=[CH:3][C:2]([C:22]4[CH:23]=[CH:24][C:25]([CH3:27])=[CH:26][C:21]=4[NH2:20])=[CH:7][N:6]3[CH:8]=2)=[CH:14][CH:15]=1, predict the reactants needed to synthesize it. (2) The reactants are: [O:1]([CH2:8][C:9](=[O:11])[CH3:10])[C:2]1[CH:7]=[CH:6][CH:5]=[CH:4][CH:3]=1.[CH2:12]([O:14][C:15](=[O:21])[C:16](OCC)=[O:17])[CH3:13].CC[O-].[Na+]. Given the product [CH2:12]([O:14][C:15](=[O:21])[C:16](=[O:17])[CH2:10][C:9](=[O:11])[CH2:8][O:1][C:2]1[CH:7]=[CH:6][CH:5]=[CH:4][CH:3]=1)[CH3:13], predict the reactants needed to synthesize it. (3) Given the product [CH:19]([O:1][C:2]1[CH:3]=[CH:4][C:5]([N+:10]([O-:12])=[O:11])=[C:6]([CH:9]=1)[C:7]#[N:8])([CH3:21])[CH3:20], predict the reactants needed to synthesize it. The reactants are: [OH:1][C:2]1[CH:3]=[CH:4][C:5]([N+:10]([O-:12])=[O:11])=[C:6]([CH:9]=1)[C:7]#[N:8].C(=O)([O-])[O-].[K+].[K+].[CH:19](I)([CH3:21])[CH3:20]. (4) Given the product [CH:47]([C:44]1[CH:43]=[CH:42][C:41]([C:39]([C:30]2[CH:31]=[C:32]([O:35][CH2:36][C:37]#[CH:38])[CH:33]=[CH:34][C:29]=2[NH:28][CH2:12][C:11]2[C:6]([O:5][CH2:4][CH2:3][O:2][CH3:1])=[N:7][CH:8]=[CH:9][CH:10]=2)=[O:40])=[CH:46][CH:45]=1)([CH3:49])[CH3:48], predict the reactants needed to synthesize it. The reactants are: [CH3:1][O:2][CH2:3][CH2:4][O:5][C:6]1[C:11]([CH2:12]O)=[CH:10][CH:9]=[CH:8][N:7]=1.CCN(C(C)C)C(C)C.S(Cl)(C)(=O)=O.[NH2:28][C:29]1[CH:34]=[CH:33][C:32]([O:35][CH2:36][C:37]#[CH:38])=[CH:31][C:30]=1[C:39]([C:41]1[CH:46]=[CH:45][C:44]([CH:47]([CH3:49])[CH3:48])=[CH:43][CH:42]=1)=[O:40].